Dataset: Aqueous solubility values for 9,982 compounds from the AqSolDB database. Task: Regression/Classification. Given a drug SMILES string, predict its absorption, distribution, metabolism, or excretion properties. Task type varies by dataset: regression for continuous measurements (e.g., permeability, clearance, half-life) or binary classification for categorical outcomes (e.g., BBB penetration, CYP inhibition). For this dataset (solubility_aqsoldb), we predict Y. The compound is Cc1cc(O)c(C)c(C)c1O. The Y is -1.64 log mol/L.